Dataset: Forward reaction prediction with 1.9M reactions from USPTO patents (1976-2016). Task: Predict the product of the given reaction. (1) Given the reactants [C:1]([C:3]1[CH:8]=[CH:7][C:6]([NH:9][C:10]([CH:12]2[NH:16][CH:15]([CH2:17][C:18]([CH3:21])([CH3:20])[CH3:19])[C:14]3([C:29]4[C:24](=[CH:25][C:26]([Cl:30])=[CH:27][CH:28]=4)[NH:23][C:22]3=[O:31])[CH:13]2[C:32]2[CH:37]=[CH:36][CH:35]=[C:34]([Br:38])[C:33]=2[F:39])=[O:11])=[C:5]([O:40][CH3:41])[CH:4]=1)#[N:2].[OH:42]O.[OH-].[Na+], predict the reaction product. The product is: [C:1]([C:3]1[CH:8]=[CH:7][C:6]([NH:9][C:10]([CH:12]2[NH:16][CH:15]([CH2:17][C:18]([CH3:21])([CH3:20])[CH3:19])[C:14]3([C:29]4[C:24](=[CH:25][C:26]([Cl:30])=[CH:27][CH:28]=4)[NH:23][C:22]3=[O:31])[CH:13]2[C:32]2[CH:37]=[CH:36][CH:35]=[C:34]([Br:38])[C:33]=2[F:39])=[O:11])=[C:5]([O:40][CH3:41])[CH:4]=1)(=[O:42])[NH2:2]. (2) Given the reactants [F:1][C:2]1[CH:3]=[CH:4][CH:5]=[C:6]2[C:10]=1[NH:9][N:8]=[C:7]2[OH:11].[C:12](O[C:12]([O:14][C:15]([CH3:18])([CH3:17])[CH3:16])=[O:13])([O:14][C:15]([CH3:18])([CH3:17])[CH3:16])=[O:13], predict the reaction product. The product is: [F:1][C:2]1[CH:3]=[CH:4][CH:5]=[C:6]2[C:10]=1[N:9]([C:12]([O:14][C:15]([CH3:18])([CH3:17])[CH3:16])=[O:13])[N:8]=[C:7]2[OH:11]. (3) Given the reactants [F:1][C:2]1[CH:3]=[C:4]([C:23]2[C:28]([Cl:29])=[CH:27][CH:26]=[CH:25][C:24]=2[Cl:30])[C:5]2[O:9][CH:8]([CH2:10]OS(C3C=CC(C)=CC=3)(=O)=O)[S:7][C:6]=2[CH:22]=1.[N-:31]=[N+:32]=[N-:33].[Na+].N#N, predict the reaction product. The product is: [N:31]([CH2:10][CH:8]1[S:7][C:6]2[CH:22]=[C:2]([F:1])[CH:3]=[C:4]([C:23]3[C:28]([Cl:29])=[CH:27][CH:26]=[CH:25][C:24]=3[Cl:30])[C:5]=2[O:9]1)=[N+:32]=[N-:33]. (4) Given the reactants [H-].[H-].[H-].[H-].[Li+].[Al+3].[CH2:7]1[CH2:12][CH2:11][C:10]2([CH2:19][C:17](=O)[NH:16][C:14](=O)[CH2:13]2)[CH2:9][CH2:8]1, predict the reaction product. The product is: [CH2:13]1[C:10]2([CH2:11][CH2:12][CH2:7][CH2:8][CH2:9]2)[CH2:19][CH2:17][NH:16][CH2:14]1.